Dataset: Full USPTO retrosynthesis dataset with 1.9M reactions from patents (1976-2016). Task: Predict the reactants needed to synthesize the given product. (1) Given the product [CH3:23][C:19]1[CH:18]=[C:17]2[C:22](=[CH:21][CH:20]=1)[NH:14][C:15](=[O:35])[C:16]12[C:27]2=[CH:28][C:29]3[O:33][CH2:32][O:31][C:30]=3[CH:34]=[C:26]2[O:25][CH2:24]1, predict the reactants needed to synthesize it. The reactants are: C1(C([N:14]2[C:22]3[C:17](=[CH:18][C:19]([CH3:23])=[CH:20][CH:21]=3)[C:16]3([C:27]4=[CH:28][C:29]5[O:33][CH2:32][O:31][C:30]=5[CH:34]=[C:26]4[O:25][CH2:24]3)[C:15]2=[O:35])C2C=CC=CC=2)C=CC=CC=1. (2) Given the product [OH:33][N:32]=[C:17]([C:16]1[CH:19]=[CH:20][CH:21]=[C:14]([N:12]2[C:11]3[C:22]4[CH:23]=[CH:24][CH:25]=[CH:26][C:27]=4[S:28](=[O:30])(=[O:31])[CH2:29][C:10]=3[C:9]([C:7]([N:1]3[CH2:6][CH2:5][O:4][CH2:3][CH2:2]3)=[O:8])=[N:13]2)[CH:15]=1)[NH2:18], predict the reactants needed to synthesize it. The reactants are: [N:1]1([C:7]([C:9]2[C:10]3[CH2:29][S:28](=[O:31])(=[O:30])[C:27]4[CH:26]=[CH:25][CH:24]=[CH:23][C:22]=4[C:11]=3[N:12]([C:14]3[CH:15]=[C:16]([CH:19]=[CH:20][CH:21]=3)[C:17]#[N:18])[N:13]=2)=[O:8])[CH2:6][CH2:5][O:4][CH2:3][CH2:2]1.[NH2:32][OH:33]. (3) Given the product [C:25]([C:22]1[CH:21]=[CH:20][C:19]([C:18]([CH:4]([C:1](=[O:3])[CH3:2])[CH2:5][CH2:6][CH2:7][CH2:8][CH2:9][C:10]([O:12][CH2:13][CH3:14])=[O:11])=[O:27])=[CH:24][CH:23]=1)#[N:26], predict the reactants needed to synthesize it. The reactants are: [C:1]([C:4]([C:18](=[O:27])[C:19]1[CH:24]=[CH:23][C:22]([C:25]#[N:26])=[CH:21][CH:20]=1)(C(=O)C)[CH2:5][CH2:6][CH2:7][CH2:8][CH2:9][C:10]([O:12][CH2:13][CH3:14])=[O:11])(=[O:3])[CH3:2].C(OCC)(=O)C.O. (4) Given the product [NH2:23][C:20]1[CH:21]=[CH:22][C:17]([O:16][C:14]2[N:13]=[CH:12][N:11]=[C:10]([NH:9][C:6]3[CH:7]=[CH:8][C:3]([O:2][CH3:1])=[CH:4][CH:5]=3)[CH:15]=2)=[CH:18][CH:19]=1, predict the reactants needed to synthesize it. The reactants are: [CH3:1][O:2][C:3]1[CH:8]=[CH:7][C:6]([NH:9][C:10]2[CH:15]=[C:14]([O:16][C:17]3[CH:22]=[CH:21][C:20]([N+:23]([O-])=O)=[CH:19][CH:18]=3)[N:13]=[CH:12][N:11]=2)=[CH:5][CH:4]=1.CO.C(Cl)Cl. (5) Given the product [F:1][C:2]1[CH:16]=[CH:15][C:5]([CH2:6][O:7][C:8]2[CH:13]=[CH:12][N:11]([C:18]3[CH:19]=[CH:20][C:21]4[C:22]5[CH2:32][CH2:31][N:30]([C:33]([O:35][C:36]([CH3:39])([CH3:38])[CH3:37])=[O:34])[CH2:29][CH2:28][C:23]=5[N:24]([CH3:27])[C:25]=4[CH:26]=3)[C:10](=[O:14])[CH:9]=2)=[CH:4][CH:3]=1, predict the reactants needed to synthesize it. The reactants are: [F:1][C:2]1[CH:16]=[CH:15][C:5]([CH2:6][O:7][C:8]2[CH:13]=[CH:12][NH:11][C:10](=[O:14])[CH:9]=2)=[CH:4][CH:3]=1.Br[C:18]1[CH:19]=[CH:20][C:21]2[C:22]3[CH2:32][CH2:31][N:30]([C:33]([O:35][C:36]([CH3:39])([CH3:38])[CH3:37])=[O:34])[CH2:29][CH2:28][C:23]=3[N:24]([CH3:27])[C:25]=2[CH:26]=1.OC1C=CC=C2C=1N=CC=C2.C([O-])([O-])=O.[Cs+].[Cs+].C. (6) Given the product [C:1]([O:5][C:6]([N:8]1[CH2:16][C:15]2[C:10](=[CH:11][CH:12]=[C:13]([CH2:17][Br:39])[CH:14]=2)[CH2:9]1)=[O:7])([CH3:4])([CH3:3])[CH3:2], predict the reactants needed to synthesize it. The reactants are: [C:1]([O:5][C:6]([N:8]1[CH2:16][C:15]2[C:10](=[CH:11][CH:12]=[C:13]([CH2:17]O)[CH:14]=2)[CH2:9]1)=[O:7])([CH3:4])([CH3:3])[CH3:2].C1(P(C2C=CC=CC=2)C2C=CC=CC=2)C=CC=CC=1.C(Br)(Br)(Br)[Br:39]. (7) Given the product [C:34]([C:38]1[CH:39]=[CH:40][C:41]([CH:42]=[CH:12][C:2]2[C:11]3[C:6](=[CH:7][CH:8]=[CH:9][CH:10]=3)[CH:5]=[CH:4][CH:3]=2)=[CH:44][CH:45]=1)([CH3:37])([CH3:35])[CH3:36], predict the reactants needed to synthesize it. The reactants are: [Cl-].[C:2]1([CH2:12][P+](C2C=CC=CC=2)(C2C=CC=CC=2)C2C=CC=CC=2)[C:11]2[C:6](=[CH:7][CH:8]=[CH:9][CH:10]=2)[CH:5]=[CH:4][CH:3]=1.[H-].[Na+].[C:34]([C:38]1[CH:45]=[CH:44][C:41]([CH:42]=O)=[CH:40][CH:39]=1)([CH3:37])([CH3:36])[CH3:35]. (8) Given the product [CH3:12][NH:11][C:9](=[O:10])[C:8]1[CH:13]=[CH:14][C:5]([C:3]2[N:4]=[C:15]([C:17]([F:20])([F:19])[F:18])[O:1][N:2]=2)=[CH:6][CH:7]=1, predict the reactants needed to synthesize it. The reactants are: [OH:1][NH:2][C:3]([C:5]1[CH:14]=[CH:13][C:8]([C:9]([NH:11][CH3:12])=[O:10])=[CH:7][CH:6]=1)=[NH:4].[C:15](O[C:15]([C:17]([F:20])([F:19])[F:18])=O)([C:17]([F:20])([F:19])[F:18])=O. (9) Given the product [CH2:36]([NH:43][C:10](=[O:12])[CH2:9][CH2:8][CH2:7][C:1]1[CH:2]=[CH:3][CH:4]=[CH:5][CH:6]=1)[C:37]1[CH:42]=[CH:41][CH:40]=[CH:39][CH:38]=1, predict the reactants needed to synthesize it. The reactants are: [C:1]1([CH2:7][CH2:8][CH2:9][C:10]([OH:12])=O)[CH:6]=[CH:5][CH:4]=[CH:3][CH:2]=1.O.ON1C2C=CC=CC=2N=N1.Cl.C(N=C=NCCCN(C)C)C.[CH2:36]([NH2:43])[C:37]1[CH:42]=[CH:41][CH:40]=[CH:39][CH:38]=1.